From a dataset of Reaction yield outcomes from USPTO patents with 853,638 reactions. Predict the reaction yield, written as a fraction of the theoretical maximum amount of product (1.0 means a 100% yield; for example, 0.34 means a 34% yield). (1) The reactants are [CH2:1]([O:3][C:4](=[O:40])[NH:5][C:6]1[N:20]([CH2:21][C:22]2[CH:27]=[CH:26][C:25]([O:28]CC3C=CC(OC)=CC=3)=[C:24]([O:38][CH3:39])[CH:23]=2)[C:9]2=[N:10][CH:11]=[C:12]([C:14]3[CH:15]=[N:16][N:17]([CH3:19])[CH:18]=3)[CH:13]=[C:8]2[N:7]=1)[CH3:2].FC(F)(F)C(O)=O.C(=O)([O-])[O-].[K+].[K+]. The catalyst is ClCCl. The product is [CH2:1]([O:3][C:4](=[O:40])[NH:5][C:6]1[N:20]([CH2:21][C:22]2[CH:27]=[CH:26][C:25]([OH:28])=[C:24]([O:38][CH3:39])[CH:23]=2)[C:9]2=[N:10][CH:11]=[C:12]([C:14]3[CH:15]=[N:16][N:17]([CH3:19])[CH:18]=3)[CH:13]=[C:8]2[N:7]=1)[CH3:2]. The yield is 0.930. (2) The reactants are [NH2:1][C:2]1[NH:6][N:5]=[C:4]([CH3:7])[C:3]=1[C:8]1[S:9][C:10]2[CH:16]=[C:15]([S:17](Cl)(=[O:19])=[O:18])[CH:14]=[CH:13][C:11]=2[N:12]=1.[NH2:21][CH2:22][C:23]1[CH:28]=[CH:27][C:26]([NH2:29])=[CH:25][CH:24]=1.CN1CCOCC1. The catalyst is CO. The product is [NH2:29][C:26]1[CH:27]=[CH:28][C:23]([CH2:22][NH:21][S:17]([C:15]2[CH:14]=[CH:13][C:11]3[N:12]=[C:8]([C:3]4[C:4]([CH3:7])=[N:5][NH:6][C:2]=4[NH2:1])[S:9][C:10]=3[CH:16]=2)(=[O:19])=[O:18])=[CH:24][CH:25]=1. The yield is 0.120. (3) The reactants are [Br:1]C1C=CC2OCC(=O)NC=2N=1.[H-].[Na+].CS(OCCN1CCC([NH:28][C:29]([O:31][C:32](C)(C)C)=O)CC1)(=O)=O.COC1C=[C:46]2[C:41](C=C[C:44](=[O:64])[N:45]2[CH2:48][CH2:49][N:50]2[CH2:55][CH2:54][CH:53]([NH:56][C:57](=[O:63])[O:58][C:59]([CH3:62])([CH3:61])[CH3:60])[CH2:52][CH2:51]2)=[CH:40][CH:39]=1. The catalyst is CO.ClCCl. The product is [Br:1][C:40]1[CH:39]=[N:28][C:29]2[O:31][CH2:32][C:44](=[O:64])[N:45]([CH2:48][CH2:49][N:50]3[CH2:55][CH2:54][CH:53]([NH:56][C:57](=[O:63])[O:58][C:59]([CH3:60])([CH3:61])[CH3:62])[CH2:52][CH2:51]3)[C:46]=2[CH:41]=1. The yield is 0.930. (4) The yield is 0.180. The catalyst is C1(C)C=CC=CC=1.C([O-])(=O)C.[Pd+2].C([O-])(=O)C. The reactants are Cl[C:2]1[CH:7]=[N:6][CH:5]=[C:4]([Cl:8])[N:3]=1.[Cl:9][C:10]1[CH:16]=[CH:15][C:13]([NH2:14])=[CH:12][CH:11]=1.CC(C)([O-])C.[Na+].C1(P(C2C=CC=CC=2)C2C=CC3C(=CC=CC=3)C=2C2C3C(=CC=CC=3)C=CC=2P(C2C=CC=CC=2)C2C=CC=CC=2)C=CC=CC=1. The product is [Cl:9][C:10]1[CH:16]=[CH:15][C:13]([NH:14][C:2]2[CH:7]=[N:6][CH:5]=[C:4]([Cl:8])[N:3]=2)=[CH:12][CH:11]=1. (5) The reactants are [F:1][C:2]1[CH:7]=[CH:6][C:5]([NH:8][C:9](=[O:17])[CH2:10][C:11]2[O:12][C:13]([CH3:16])=[CH:14][CH:15]=2)=[CH:4][CH:3]=1.[O:18]=[C:19]1[CH:23]=[CH:22][C:21](=[O:24])[N:20]1[C:25]1[CH:32]=[CH:31][C:28]([C:29]#[N:30])=[C:27]([C:33](F)(F)F)[CH:26]=1.[CH:37]1[CH:42]=CC=C[CH:38]=1. No catalyst specified. The product is [C:29]([C:28]1[C:27]2[C:26](=[CH:38][CH:37]=[CH:42][CH:33]=2)[C:25]([N:20]2[C:21](=[O:24])[CH:22]3[CH:23]([C:13]4([CH3:16])[O:12][C:11]3([CH2:10][C:9]([NH:8][C:5]3[CH:6]=[CH:7][C:2]([F:1])=[CH:3][CH:4]=3)=[O:17])[CH2:15][CH2:14]4)[C:19]2=[O:18])=[CH:32][CH:31]=1)#[N:30]. The yield is 0.540. (6) The reactants are Cl[C:2]1[C:11]2[C:6](=[CH:7][C:8]([CH:12]([CH3:14])[CH3:13])=[CH:9][CH:10]=2)[N:5]=[CH:4][N:3]=1.[NH2:15][C:16]1[CH:17]=[C:18]([CH:23]=[CH:24][C:25]=1[S:26][C:27]1[CH:32]=[CH:31][C:30]([NH:33][C:34]([O:36][C:37]([CH3:40])([CH3:39])[CH3:38])=[O:35])=[CH:29][CH:28]=1)[C:19]([O:21][CH3:22])=[O:20]. The catalyst is C(O)C. The product is [C:37]([O:36][C:34]([NH:33][C:30]1[CH:29]=[CH:28][C:27]([S:26][C:25]2[CH:24]=[CH:23][C:18]([C:19]([O:21][CH3:22])=[O:20])=[CH:17][C:16]=2[NH:15][C:2]2[C:11]3[C:6](=[CH:7][C:8]([CH:12]([CH3:14])[CH3:13])=[CH:9][CH:10]=3)[N:5]=[CH:4][N:3]=2)=[CH:32][CH:31]=1)=[O:35])([CH3:40])([CH3:38])[CH3:39]. The yield is 0.330.